From a dataset of Forward reaction prediction with 1.9M reactions from USPTO patents (1976-2016). Predict the product of the given reaction. (1) The product is: [CH3:32][S:33]([O:22][CH:8]([C:5]1[CH:6]=[CH:7][C:2]([F:1])=[CH:3][CH:4]=1)[CH:9]([C:10]1[CH:11]=[N:12][CH:13]=[CH:14][CH:15]=1)[C:16]1[CH:17]=[N:18][CH:19]=[CH:20][CH:21]=1)(=[O:35])=[O:34]. Given the reactants [F:1][C:2]1[CH:7]=[CH:6][C:5]([CH:8]([OH:22])[CH:9]([C:16]2[CH:17]=[N:18][CH:19]=[CH:20][CH:21]=2)[C:10]2[CH:11]=[N:12][CH:13]=[CH:14][CH:15]=2)=[CH:4][CH:3]=1.CCN(C(C)C)C(C)C.[CH3:32][S:33](Cl)(=[O:35])=[O:34], predict the reaction product. (2) Given the reactants O.[C:2]1([CH3:19])[CH:7]=[CH:6][C:5]([S:8]([N:11]2[CH2:18][CH2:17][CH2:16][C@H:12]2[C:13]([OH:15])=O)(=[O:10])=[O:9])=[CH:4][CH:3]=1.Cl.C[O:22][C:23](=[O:35])[C@H:24]([CH2:26][O:27][CH2:28][C:29]1[CH:34]=[CH:33][CH:32]=[CH:31][CH:30]=1)[NH2:25].[Li+].[OH-], predict the reaction product. The product is: [C:2]1([CH3:19])[CH:3]=[CH:4][C:5]([S:8]([N:11]2[CH2:18][CH2:17][CH2:16][C@H:12]2[C:13]([NH:25][C@H:24]([C:23]([OH:35])=[O:22])[CH2:26][O:27][CH2:28][C:29]2[CH:30]=[CH:31][CH:32]=[CH:33][CH:34]=2)=[O:15])(=[O:9])=[O:10])=[CH:6][CH:7]=1. (3) Given the reactants [CH:1]1([N:5]2[CH2:10][CH2:9][CH:8]([O:11][CH:12]3[CH2:17][CH2:16][NH:15][CH2:14][CH2:13]3)[CH2:7][CH2:6]2)[CH2:4][CH2:3][CH2:2]1.[F:18][C:19]1[CH:26]=[C:25](F)[CH:24]=[CH:23][C:20]=1[C:21]#[N:22].C(=O)([O-])[O-].[K+].[K+], predict the reaction product. The product is: [CH:1]1([N:5]2[CH2:10][CH2:9][CH:8]([O:11][CH:12]3[CH2:17][CH2:16][N:15]([C:25]4[CH:24]=[CH:23][C:20]([C:21]#[N:22])=[C:19]([F:18])[CH:26]=4)[CH2:14][CH2:13]3)[CH2:7][CH2:6]2)[CH2:4][CH2:3][CH2:2]1. (4) Given the reactants [CH2:1]([O:8][C@H:9]1[C@H:15]([O:16][CH2:17][C:18]2[CH:23]=[CH:22][CH:21]=[CH:20][CH:19]=2)[C@@H:14]([O:24][CH2:25][C:26]2[CH:31]=[CH:30][CH:29]=[CH:28][CH:27]=2)[C@:13]2([C:33]3[CH:38]=[CH:37][C:36]([Cl:39])=[C:35]([CH2:40][C:41]4[CH:46]=[CH:45][C:44]([O:47][CH3:48])=[C:43]([F:49])[C:42]=4[F:50])[CH:34]=3)[O:32][C@@:10]1([CH:51]=[O:52])[CH2:11][O:12]2)[C:2]1[CH:7]=[CH:6][CH:5]=[CH:4][CH:3]=1.[CH3:53][Mg]Br, predict the reaction product. The product is: [CH2:1]([O:8][C@H:9]1[C@H:15]([O:16][CH2:17][C:18]2[CH:19]=[CH:20][CH:21]=[CH:22][CH:23]=2)[C@@H:14]([O:24][CH2:25][C:26]2[CH:31]=[CH:30][CH:29]=[CH:28][CH:27]=2)[C@:13]2([C:33]3[CH:38]=[CH:37][C:36]([Cl:39])=[C:35]([CH2:40][C:41]4[CH:46]=[CH:45][C:44]([O:47][CH3:48])=[C:43]([F:49])[C:42]=4[F:50])[CH:34]=3)[O:32][C@@:10]1([CH:51]([OH:52])[CH3:53])[CH2:11][O:12]2)[C:2]1[CH:7]=[CH:6][CH:5]=[CH:4][CH:3]=1. (5) Given the reactants [H-].[Na+].[NH2:3][CH2:4][CH2:5][C:6]1[CH:11]=[CH:10][C:9]([OH:12])=[CH:8][CH:7]=1.Cl[C:14]1[CH:19]=[CH:18][C:17]([C:20]([F:23])([F:22])[F:21])=[CH:16][N:15]=1.O, predict the reaction product. The product is: [F:21][C:20]([F:23])([F:22])[C:17]1[CH:18]=[CH:19][C:14]([O:12][C:9]2[CH:10]=[CH:11][C:6]([CH2:5][CH2:4][NH2:3])=[CH:7][CH:8]=2)=[N:15][CH:16]=1. (6) Given the reactants C(Cl)(=O)C(Cl)=O.CS(C)=O.[CH2:11]([C:13]1[S:50][C:16]2[N:17]([CH2:35][C:36]3[CH:41]=[CH:40][C:39]([C:42]4[C:43]([C:48]#[N:49])=[CH:44][CH:45]=[CH:46][CH:47]=4)=[CH:38][CH:37]=3)[C:18](=[O:34])[N:19]([CH:22]([CH3:33])[CH:23]([OH:32])[C:24]3[CH:29]=[CH:28][C:27]([O:30][CH3:31])=[CH:26][CH:25]=3)[C:20](=[O:21])[C:15]=2[CH:14]=1)[CH3:12].C(N(CC)CC)C, predict the reaction product. The product is: [CH2:11]([C:13]1[S:50][C:16]2[N:17]([CH2:35][C:36]3[CH:37]=[CH:38][C:39]([C:42]4[C:43]([C:48]#[N:49])=[CH:44][CH:45]=[CH:46][CH:47]=4)=[CH:40][CH:41]=3)[C:18](=[O:34])[N:19]([CH:22]([CH3:33])[C:23]([C:24]3[CH:25]=[CH:26][C:27]([O:30][CH3:31])=[CH:28][CH:29]=3)=[O:32])[C:20](=[O:21])[C:15]=2[CH:14]=1)[CH3:12]. (7) Given the reactants C(OC([N:8]1[CH:12]=[CH:11][CH:10]=[C:9]1[C:13]([OH:15])=O)=O)(C)(C)C.[F:16][C:17]1([F:55])[CH:22]([O:23][C:24]2[CH:31]=[CH:30][C:29]([C:32]3[N:37]=[C:36]([NH:38][C:39]4[CH:44]=[CH:43][C:42]([N:45]5[CH2:50][CH2:49][N:48]([CH:51]6[CH2:54][O:53][CH2:52]6)[CH2:47][CH2:46]5)=[CH:41][CH:40]=4)[N:35]=[CH:34][N:33]=3)=[CH:28][C:25]=2[C:26]#[N:27])[CH2:21][CH2:20][NH:19][CH2:18]1, predict the reaction product. The product is: [F:55][C:17]1([F:16])[CH:22]([O:23][C:24]2[CH:31]=[CH:30][C:29]([C:32]3[N:37]=[C:36]([NH:38][C:39]4[CH:44]=[CH:43][C:42]([N:45]5[CH2:50][CH2:49][N:48]([CH:51]6[CH2:52][O:53][CH2:54]6)[CH2:47][CH2:46]5)=[CH:41][CH:40]=4)[N:35]=[CH:34][N:33]=3)=[CH:28][C:25]=2[C:26]#[N:27])[CH2:21][CH2:20][N:19]([C:13]([C:9]2[NH:8][CH:12]=[CH:11][CH:10]=2)=[O:15])[CH2:18]1.